This data is from Reaction yield outcomes from USPTO patents with 853,638 reactions. The task is: Predict the reaction yield, written as a fraction of the theoretical maximum amount of product (1.0 means a 100% yield; for example, 0.34 means a 34% yield). (1) The reactants are [I:1][C:2]1[C:6]([C:7]([O:9]CC)=[O:8])=[CH:5][N:4]([CH:12]2[CH2:17][CH2:16][CH2:15][CH2:14][O:13]2)[N:3]=1.[Li+].[OH-]. The catalyst is C1COCC1.CO.O. The product is [I:1][C:2]1[C:6]([C:7]([OH:9])=[O:8])=[CH:5][N:4]([CH:12]2[CH2:17][CH2:16][CH2:15][CH2:14][O:13]2)[N:3]=1. The yield is 0.960. (2) The yield is 0.280. The catalyst is [Cl-].[Na+].O.O. The reactants are [CH2:1]([O:3][P:4]([CH2:9][CH2:10][C:11]([CH3:28])=[CH:12][CH2:13][C:14]1[C:15]([OH:27])=[C:16]2[C:20](=[C:21]([CH3:25])[C:22]=1[O:23][CH3:24])[CH2:19][O:18][C:17]2=[O:26])(=[O:8])[O:5]CC)[CH3:2].[Li+].[OH-].CO.Cl. The product is [CH2:1]([O:3][P:4]([CH2:9][CH2:10][C:11]([CH3:28])=[CH:12][CH2:13][C:14]1[C:15]([OH:27])=[C:16]2[C:20](=[C:21]([CH3:25])[C:22]=1[O:23][CH3:24])[CH2:19][O:18][C:17]2=[O:26])(=[O:5])[OH:8])[CH3:2]. (3) The reactants are [F:1][C:2]1[CH:7]=[CH:6][CH:5]=[C:4]([F:8])[C:3]=1[N:9]1[C:14]2[N:15]=[C:16](S(C)=O)[N:17]=[C:18]([C:19]3[CH:20]=[C:21]([CH:28]=[CH:29][C:30]=3[CH3:31])[C:22]([NH:24][CH:25]([CH3:27])[CH3:26])=[O:23])[C:13]=2[CH2:12][NH:11][C:10]1=[O:35].C(Cl)(Cl)Cl.[CH3:40][N:41]([CH3:47])[CH:42]1[CH2:46][CH2:45][NH:44][CH2:43]1.C(N(CC)C(C)C)(C)C. The catalyst is C1COCC1. The product is [F:1][C:2]1[CH:7]=[CH:6][CH:5]=[C:4]([F:8])[C:3]=1[N:9]1[C:14]2[N:15]=[C:16]([N:44]3[CH2:45][CH2:46][CH:42]([N:41]([CH3:47])[CH3:40])[CH2:43]3)[N:17]=[C:18]([C:19]3[CH:20]=[C:21]([CH:28]=[CH:29][C:30]=3[CH3:31])[C:22]([NH:24][CH:25]([CH3:27])[CH3:26])=[O:23])[C:13]=2[CH2:12][NH:11][C:10]1=[O:35]. The yield is 0.760. (4) The reactants are [CH3:1][C:2]1[O:6][C:5]([C:7]2[CH:12]=[CH:11][CH:10]=[CH:9][CH:8]=2)=[N:4][C:3]=1[CH2:13][CH2:14][O:15]S(C1C=CC(C)=CC=1)(=O)=O.[CH2:26]([O:28][C:29](=[O:41])[C:30]([O:33][C:34]1[CH:39]=[CH:38][C:37](O)=[CH:36][CH:35]=1)([CH3:32])[CH3:31])[CH3:27].C([O-])([O-])=O.[Cs+].[Cs+]. The catalyst is CN(C=O)C. The product is [CH2:26]([O:28][C:29](=[O:41])[C:30]([CH3:32])([O:33][C:34]1[CH:39]=[CH:38][C:37]([O:15][CH2:14][CH2:13][C:3]2[N:4]=[C:5]([C:7]3[CH:8]=[CH:9][CH:10]=[CH:11][CH:12]=3)[O:6][C:2]=2[CH3:1])=[CH:36][CH:35]=1)[CH3:31])[CH3:27]. The yield is 0.780. (5) The reactants are C(OC(=O)[N:7]([CH:29]([CH3:31])[CH3:30])[CH2:8][C:9](=[O:28])[NH:10][CH2:11][C:12]1[CH:17]=[C:16]([C:18]2[CH:23]=[CH:22][C:21]([C:24]([F:27])([F:26])[F:25])=[CH:20][CH:19]=2)[N:15]=[CH:14][N:13]=1)(C)(C)C.O1CCOCC1. The catalyst is Cl. The product is [CH:29]([NH:7][CH2:8][C:9]([NH:10][CH2:11][C:12]1[CH:17]=[C:16]([C:18]2[CH:19]=[CH:20][C:21]([C:24]([F:26])([F:27])[F:25])=[CH:22][CH:23]=2)[N:15]=[CH:14][N:13]=1)=[O:28])([CH3:31])[CH3:30]. The yield is 1.01. (6) The reactants are [CH2:1]([CH:8]1[CH2:13][CH2:12][NH:11][CH2:10][CH2:9]1)[C:2]1[CH:7]=[CH:6][CH:5]=[CH:4][CH:3]=1.CCN(C(C)C)C(C)C.[Br:23][C:24]1[C:25](Cl)=[C:26]([C:32](=[O:39])[C:33]([O:35][CH:36]([CH3:38])[CH3:37])=[O:34])[C:27]([CH3:31])=[N:28][C:29]=1[CH3:30]. The catalyst is CC#N.CCOCC. The product is [CH2:1]([CH:8]1[CH2:13][CH2:12][N:11]([C:25]2[C:24]([Br:23])=[C:29]([CH3:30])[N:28]=[C:27]([CH3:31])[C:26]=2[C:32](=[O:39])[C:33]([O:35][CH:36]([CH3:37])[CH3:38])=[O:34])[CH2:10][CH2:9]1)[C:2]1[CH:7]=[CH:6][CH:5]=[CH:4][CH:3]=1. The yield is 0.680.